This data is from Peptide-MHC class I binding affinity with 185,985 pairs from IEDB/IMGT. The task is: Regression. Given a peptide amino acid sequence and an MHC pseudo amino acid sequence, predict their binding affinity value. This is MHC class I binding data. (1) The peptide sequence is KVFPYALINK. The MHC is HLA-B38:01 with pseudo-sequence HLA-B38:01. The binding affinity (normalized) is 0. (2) The peptide sequence is GPRWPRRMP. The MHC is HLA-B27:05 with pseudo-sequence HLA-B27:05. The binding affinity (normalized) is 0.0847.